Dataset: Full USPTO retrosynthesis dataset with 1.9M reactions from patents (1976-2016). Task: Predict the reactants needed to synthesize the given product. (1) The reactants are: [CH3:1][C:2]1[CH:17]=[C:5]2[N:6]=[C:7]([NH2:16])[CH:8]=[C:9]([C:10]3[CH:15]=[CH:14][CH:13]=[CH:12][CH:11]=3)[N:4]2[N:3]=1.[F:18][C:19]([F:31])([F:30])[S:20][C:21]1[CH:29]=[CH:28][C:24]([C:25](Cl)=[O:26])=[CH:23][CH:22]=1. Given the product [CH3:1][C:2]1[CH:17]=[C:5]2[N:6]=[C:7]([NH:16][C:25](=[O:26])[C:24]3[CH:28]=[CH:29][C:21]([S:20][C:19]([F:31])([F:18])[F:30])=[CH:22][CH:23]=3)[CH:8]=[C:9]([C:10]3[CH:15]=[CH:14][CH:13]=[CH:12][CH:11]=3)[N:4]2[N:3]=1, predict the reactants needed to synthesize it. (2) The reactants are: C([O:3][C:4]([C:6]1[C:11]([F:12])=[CH:10][C:9]([Cl:13])=[CH:8][N:7]=1)=[O:5])C.[OH-].[Na+].Cl. Given the product [F:12][C:11]1[C:6]([C:4]([OH:5])=[O:3])=[N:7][CH:8]=[C:9]([Cl:13])[CH:10]=1, predict the reactants needed to synthesize it. (3) Given the product [CH3:41][O:40][C:35]1[CH:34]=[C:33]([O:42][CH3:43])[CH:32]=[C:31]2[C:36]=1[C:37](=[O:39])[NH:38][C:29]([C:27]1[N:28]=[C:23]([N:6]3[CH2:7][CH2:8][N:3]([CH2:9][C:10]([O:12][CH3:13])=[O:11])[CH2:4][CH2:5]3)[CH:24]=[CH:25][CH:26]=1)=[N:30]2, predict the reactants needed to synthesize it. The reactants are: Cl.Cl.[N:3]1([CH2:9][C:10]([O:12][CH3:13])=[O:11])[CH2:8][CH2:7][NH:6][CH2:5][CH2:4]1.CN(C)C(N(C)C)=N.F[C:23]1[N:28]=[C:27]([C:29]2[NH:38][C:37](=[O:39])[C:36]3[C:31](=[CH:32][C:33]([O:42][CH3:43])=[CH:34][C:35]=3[O:40][CH3:41])[N:30]=2)[CH:26]=[CH:25][CH:24]=1. (4) Given the product [F:18][C:19]1[CH:27]=[CH:26][C:22]([C:23]([NH:1][C:2]2[CH:7]=[N:6][C:5]([C:8]([O:10][CH3:11])=[O:9])=[C:4]3[O:12][C:13]([CH3:17])([CH3:16])[O:14][CH2:15][C:3]=23)=[O:24])=[CH:21][CH:20]=1, predict the reactants needed to synthesize it. The reactants are: [NH2:1][C:2]1[CH:7]=[N:6][C:5]([C:8]([O:10][CH3:11])=[O:9])=[C:4]2[O:12][C:13]([CH3:17])([CH3:16])[O:14][CH2:15][C:3]=12.[F:18][C:19]1[CH:27]=[CH:26][C:22]([C:23](Cl)=[O:24])=[CH:21][CH:20]=1.[Cl-].[NH4+]. (5) Given the product [F:12][C@H:13]1[C@@H:18]([S:19]([CH3:20])=[O:9])[CH2:17][CH2:16][N:15]([C:21]2[N:26]=[C:25]([NH:27][C:28]3[N:33]=[CH:32][C:31]4[N:34]=[C:35]([CH2:40][O:41][CH:42]5[CH2:47][CH2:46][CH2:45][CH2:44][O:43]5)[N:36]([CH:37]([CH3:39])[CH3:38])[C:30]=4[CH:29]=3)[CH:24]=[CH:23][N:22]=2)[CH2:14]1, predict the reactants needed to synthesize it. The reactants are: ClC1C=CC=C(C(OO)=[O:9])C=1.[F:12][C@H:13]1[C@@H:18]([S:19][CH3:20])[CH2:17][CH2:16][N:15]([C:21]2[N:26]=[C:25]([NH:27][C:28]3[N:33]=[CH:32][C:31]4[N:34]=[C:35]([CH2:40][O:41][CH:42]5[CH2:47][CH2:46][CH2:45][CH2:44][O:43]5)[N:36]([CH:37]([CH3:39])[CH3:38])[C:30]=4[CH:29]=3)[CH:24]=[CH:23][N:22]=2)[CH2:14]1. (6) Given the product [C:18]([O:21][C:22]([NH:1][C:2]1[CH:3]=[CH:4][C:5]([C:8]2[O:12][C:11]([C:13]([OH:15])=[O:14])=[CH:10][CH:9]=2)=[CH:6][CH:7]=1)=[O:23])([CH3:20])([CH3:19])[CH3:17], predict the reactants needed to synthesize it. The reactants are: [NH2:1][C:2]1[CH:7]=[CH:6][C:5]([C:8]2[O:12][C:11]([C:13]([O:15]C)=[O:14])=[CH:10][CH:9]=2)=[CH:4][CH:3]=1.[CH3:17][C:18]([O:21][C:22](O[C:22]([O:21][C:18]([CH3:20])([CH3:19])[CH3:17])=[O:23])=[O:23])([CH3:20])[CH3:19].[OH-].[Na+]. (7) Given the product [CH2:1]([C:3]1[CH:4]=[C:5]2[C:9](=[CH:10][C:11]=1[NH2:12])[NH:8][CH:7]=[CH:6]2)[CH3:2], predict the reactants needed to synthesize it. The reactants are: [CH2:1]([C:3]1[CH:4]=[C:5]2[C:9](=[CH:10][C:11]=1[N+:12]([O-])=O)[NH:8][CH:7]=[CH:6]2)[CH3:2].